From a dataset of Reaction yield outcomes from USPTO patents with 853,638 reactions. Predict the reaction yield, written as a fraction of the theoretical maximum amount of product (1.0 means a 100% yield; for example, 0.34 means a 34% yield). (1) The reactants are [F:1][C:2]([F:40])([CH2:36][CH2:37][CH2:38][CH3:39])[C:3](=[O:35])[CH2:4][CH2:5][C@H:6]1[C@H:10]([O:11]C2CCCCO2)[CH2:9][C:8](=[O:18])[C@@H:7]1[CH2:19][CH2:20][CH2:21][CH2:22][CH2:23][CH2:24][C:25]([O:27][CH2:28][C:29]1[CH:34]=[CH:33][CH:32]=[CH:31][CH:30]=1)=[O:26].[Cl-].[Na+]. The catalyst is C(#N)C.O.P(=O)(O)(O)O. The product is [F:1][C:2]([C@:3]1([OH:35])[O:11][C@@H:10]2[CH2:9][C:8](=[O:18])[C@H:7]([CH2:19][CH2:20][CH2:21][CH2:22][CH2:23][CH2:24][C:25]([O:27][CH2:28][C:29]3[CH:34]=[CH:33][CH:32]=[CH:31][CH:30]=3)=[O:26])[C@H:6]2[CH2:5][CH2:4]1)([F:40])[CH2:36][CH2:37][CH2:38][CH3:39]. The yield is 0.878. (2) The reactants are CC1(C)[O:6][CH:5]([CH2:7][O:8][NH:9][C:10]([C:12]2[C:20]([NH:21][C:22]3[CH:27]=[CH:26][C:25]([Br:28])=[CH:24][C:23]=3[Cl:29])=[C:19]([F:30])[C:15]3[N:16]=[N:17][S:18][C:14]=3[CH:13]=2)=[O:11])[CH2:4][O:3]1.Cl.C(=O)(O)[O-].[Na+]. The catalyst is C(Cl)Cl. The product is [OH:6][CH:5]([CH2:4][OH:3])[CH2:7][O:8][NH:9][C:10]([C:12]1[C:20]([NH:21][C:22]2[CH:27]=[CH:26][C:25]([Br:28])=[CH:24][C:23]=2[Cl:29])=[C:19]([F:30])[C:15]2[N:16]=[N:17][S:18][C:14]=2[CH:13]=1)=[O:11]. The yield is 0.615. (3) The reactants are [NH:1]1[CH:5]=[CH:4][N:3]=[N:2]1.[C:6](Cl)([O:8][CH2:9][C:10]1[CH:15]=[CH:14][CH:13]=[CH:12][CH:11]=1)=[O:7].[CH3:17]CN(C(C)C)C(C)C.CCOCC. The catalyst is C(Cl)Cl. The product is [CH2:9]([O:8][C:6](=[O:7])[CH2:17][N:1]1[CH:5]=[CH:4][N:3]=[N:2]1)[C:10]1[CH:15]=[CH:14][CH:13]=[CH:12][CH:11]=1. The yield is 0.320. (4) The reactants are [C:1]([C:3]1([C:8](OC)=[O:9])[CH2:7][CH2:6][CH2:5][CH2:4]1)#[N:2].[BH4-].[Li+]. The catalyst is C1COCC1. The product is [OH:9][CH2:8][C:3]1([C:1]#[N:2])[CH2:7][CH2:6][CH2:5][CH2:4]1. The yield is 0.950.